Dataset: Full USPTO retrosynthesis dataset with 1.9M reactions from patents (1976-2016). Task: Predict the reactants needed to synthesize the given product. Given the product [CH2:37]([O:39][CH2:40][C:41]([NH:8][C:9]1[C:10]([O:30][C:31]2[CH:32]=[CH:33][CH:34]=[CH:35][CH:36]=2)=[N:11][C:12]([CH3:29])=[C:13]([CH3:28])[C:14]=1[NH:15][CH2:16][CH2:17][CH2:18][CH2:19][NH:20][C:21](=[O:27])[O:22][C:23]([CH3:26])([CH3:25])[CH3:24])=[O:42])[CH3:38], predict the reactants needed to synthesize it. The reactants are: C(N(CC)CC)C.[NH2:8][C:9]1[C:10]([O:30][C:31]2[CH:36]=[CH:35][CH:34]=[CH:33][CH:32]=2)=[N:11][C:12]([CH3:29])=[C:13]([CH3:28])[C:14]=1[NH:15][CH2:16][CH2:17][CH2:18][CH2:19][NH:20][C:21](=[O:27])[O:22][C:23]([CH3:26])([CH3:25])[CH3:24].[CH2:37]([O:39][CH2:40][C:41](Cl)=[O:42])[CH3:38].